Dataset: Reaction yield outcomes from USPTO patents with 853,638 reactions. Task: Predict the reaction yield, written as a fraction of the theoretical maximum amount of product (1.0 means a 100% yield; for example, 0.34 means a 34% yield). (1) The reactants are C(O[C:6]([N:8]1[CH2:13][CH2:12][N:11](C2C(=O)N(CC(C)C)N=C(C3C=CC(C)=C(F)C=3)C=2C)[CH2:10][CH2:9]1)=O)(C)(C)C.[C:34]1([C:57]2[CH:62]=[CH:61][CH:60]=[CH:59][CH:58]=2)[CH:39]=[CH:38][C:37]([C:40]2[CH:41]=[C:42]([CH2:51]OS(C)(=O)=O)[C:43](=[O:50])[N:44]([CH2:46][CH:47]([CH3:49])[CH3:48])[N:45]=2)=[CH:36][CH:35]=1.CN1CCNCC1. No catalyst specified. The product is [C:34]1([C:57]2[CH:58]=[CH:59][CH:60]=[CH:61][CH:62]=2)[CH:39]=[CH:38][C:37]([C:40]2[CH:41]=[C:42]([CH2:51][N:11]3[CH2:12][CH2:13][N:8]([CH3:6])[CH2:9][CH2:10]3)[C:43](=[O:50])[N:44]([CH2:46][CH:47]([CH3:49])[CH3:48])[N:45]=2)=[CH:36][CH:35]=1. The yield is 0.682. (2) The reactants are C[O:2][C:3](=O)[CH2:4][S:5][CH:6]([C:11]1[CH:16]=[CH:15][C:14]([N+:17]([O-])=O)=[CH:13][CH:12]=1)[CH2:7][N+:8]([O-])=O. The catalyst is [Zn].C(O)(=O)C. The product is [NH2:17][C:14]1[CH:15]=[CH:16][C:11]([CH:6]2[CH2:7][NH:8][C:3](=[O:2])[CH2:4][S:5]2)=[CH:12][CH:13]=1. The yield is 0.110. (3) The reactants are [F:1][C:2]1[CH:3]=[C:4]([CH:16]=[CH:17][CH:18]=1)[NH:5][CH2:6]N1C2C=CC=CC=2N=N1.[BH4-].[Na+].Cl.[OH-].[Na+]. The catalyst is O1CCCC1. The product is [F:1][C:2]1[CH:3]=[C:4]([CH:16]=[CH:17][CH:18]=1)[NH:5][CH3:6]. The yield is 0.970. (4) The reactants are [H-].[Na+].BrC1C=CC(S(C)(=O)=O)=C(Cl)C=1Cl.[Na].[Br:17][C:18]1[C:19]([Cl:29])=[C:20]([OH:28])[C:21]([S:24]([CH3:27])(=[O:26])=[O:25])=[CH:22][CH:23]=1.Cl. The catalyst is O.C(O)(C)(C)C. The product is [Br:17][C:18]1[C:19]([Cl:29])=[C:20]([OH:28])[C:21]([S:24]([CH3:27])(=[O:26])=[O:25])=[CH:22][CH:23]=1. The yield is 0.907.